This data is from Catalyst prediction with 721,799 reactions and 888 catalyst types from USPTO. The task is: Predict which catalyst facilitates the given reaction. (1) Reactant: Cl[C:2]1[CH:9]=[CH:8][C:5]([C:6]#[N:7])=[CH:4][N:3]=1.C(N(CC)C(C)C)(C)C.[CH2:19]([N:21]1[CH2:26][CH2:25][NH:24][CH2:23][CH2:22]1)[CH3:20].C([O-])([O-])=O.[Na+].[Na+]. Product: [CH2:19]([N:21]1[CH2:26][CH2:25][N:24]([C:2]2[CH:9]=[CH:8][C:5]([C:6]#[N:7])=[CH:4][N:3]=2)[CH2:23][CH2:22]1)[CH3:20]. The catalyst class is: 136. (2) Reactant: [Br:1][C:2]1[CH:16]=[CH:15][C:5]2[N:6]=[CH:7][C:8]3[C:13]([C:4]=2[CH:3]=1)=[CH:12][CH:11]=[N:10][C:9]=3O.O=P(Cl)(Cl)[Cl:19]. Product: [Br:1][C:2]1[CH:16]=[CH:15][C:5]2[N:6]=[CH:7][C:8]3[C:13]([C:4]=2[CH:3]=1)=[CH:12][CH:11]=[N:10][C:9]=3[Cl:19]. The catalyst class is: 3.